This data is from Peptide-MHC class I binding affinity with 185,985 pairs from IEDB/IMGT. The task is: Regression. Given a peptide amino acid sequence and an MHC pseudo amino acid sequence, predict their binding affinity value. This is MHC class I binding data. (1) The peptide sequence is YIVAYQATV. The MHC is Patr-B0101 with pseudo-sequence Patr-B0101. The binding affinity (normalized) is 0. (2) The peptide sequence is GYKETPFLT. The MHC is HLA-A01:01 with pseudo-sequence HLA-A01:01. The binding affinity (normalized) is 0. (3) The peptide sequence is WLAGLFYQHK. The MHC is Patr-A0101 with pseudo-sequence Patr-A0101. The binding affinity (normalized) is 1.00. (4) The peptide sequence is TTIGEWAFW. The MHC is HLA-A80:01 with pseudo-sequence HLA-A80:01. The binding affinity (normalized) is 0.0847.